Dataset: Reaction yield outcomes from USPTO patents with 853,638 reactions. Task: Predict the reaction yield, written as a fraction of the theoretical maximum amount of product (1.0 means a 100% yield; for example, 0.34 means a 34% yield). (1) The reactants are [OH-].[Na+].C[O:4][C:5](=[O:30])[CH2:6][CH2:7][C@H:8]([C@@H:10]1[C@:27]2([CH3:28])[C@H:13]([C@H:14]3[C@H:24]([CH2:25][CH2:26]2)[C@:22]2([CH3:23])[C@@H:17]([CH2:18][C@@H:19]([NH2:29])[CH2:20][CH2:21]2)[CH2:16][CH2:15]3)[CH2:12][CH2:11]1)[CH3:9]. The catalyst is CO. The product is [NH2:29][C@H:19]1[CH2:20][CH2:21][C@@:22]2([CH3:23])[C@H:17]([CH2:16][CH2:15][C@@H:14]3[C@@H:24]2[CH2:25][CH2:26][C@@:27]2([CH3:28])[C@H:13]3[CH2:12][CH2:11][C@@H:10]2[C@H:8]([CH3:9])[CH2:7][CH2:6][C:5]([OH:30])=[O:4])[CH2:18]1. The yield is 0.800. (2) The reactants are [N:1]1[C:10]2[C:5](=[CH:6][C:7]([C:11](=[O:13])[CH3:12])=[CH:8][CH:9]=2)[CH:4]=[CH:3][CH:2]=1.[BrH:14].CC(O)=O.BrBr. No catalyst specified. The product is [BrH:14].[Br:14][CH2:12][C:11]([C:7]1[CH:6]=[C:5]2[C:10](=[CH:9][CH:8]=1)[N:1]=[CH:2][CH:3]=[CH:4]2)=[O:13]. The yield is 0.763.